This data is from Catalyst prediction with 721,799 reactions and 888 catalyst types from USPTO. The task is: Predict which catalyst facilitates the given reaction. (1) Reactant: Cl.[C:2]1([C:8]2[CH2:9][CH2:10][NH:11][CH2:12][CH:13]=2)[CH:7]=[CH:6][CH:5]=[CH:4][CH:3]=1.C(N(C(C)C)C(C)C)C.Cl[C:24]1[N:25]=[C:26]([S:32][CH3:33])[N:27]=[N:28][C:29]=1[C:30]#[N:31]. Product: [CH3:33][S:32][C:26]1[N:27]=[N:28][C:29]([C:30]#[N:31])=[C:24]([N:11]2[CH2:10][CH:9]=[C:8]([C:2]3[CH:7]=[CH:6][CH:5]=[CH:4][CH:3]=3)[CH2:13][CH2:12]2)[N:25]=1. The catalyst class is: 12. (2) Product: [Cl:1][C:2]1[CH:3]=[N:4][N:5]([CH3:17])[C:6]=1[C:7]1[CH:8]=[C:9]([C:14]([NH:18][C@@H:19]([CH2:32][C:33]2[CH:38]=[CH:37][CH:36]=[C:35]([C:39]([F:42])([F:40])[F:41])[CH:34]=2)[CH2:20][N:21]2[C:22](=[O:31])[C:23]3[C:28](=[CH:27][CH:26]=[CH:25][CH:24]=3)[C:29]2=[O:30])=[O:16])[S:10][C:11]=1[O:12][CH3:13]. The catalyst class is: 22. Reactant: [Cl:1][C:2]1[CH:3]=[N:4][N:5]([CH3:17])[C:6]=1[C:7]1[CH:8]=[C:9]([C:14]([OH:16])=O)[S:10][C:11]=1[O:12][CH3:13].[NH2:18][C@@H:19]([CH2:32][C:33]1[CH:38]=[CH:37][CH:36]=[C:35]([C:39]([F:42])([F:41])[F:40])[CH:34]=1)[CH2:20][N:21]1[C:29](=[O:30])[C:28]2[C:23](=[CH:24][CH:25]=[CH:26][CH:27]=2)[C:22]1=[O:31].CC(OC(N[C@H](C(O)=O)CC1C=CC=CC=1C(F)(F)F)=O)(C)C.C1CN([P+](Br)(N2CCCC2)N2CCCC2)CC1.F[P-](F)(F)(F)(F)F.CCN(C(C)C)C(C)C. (3) Reactant: ClC(Cl)(Cl)C(Cl)(Cl)Cl.[F:9][C:10]1[CH:11]=[CH:12][C:13]([NH:16][NH:17][C:18]([C:20]2([N:25]([CH3:27])[CH3:26])[CH2:24][CH2:23][CH2:22][CH2:21]2)=O)=[N:14][CH:15]=1.C(N(CC)CC)C.C1(P(C2C=CC=CC=2)C2C=CC=CC=2)C=CC=CC=1. Product: [F:9][C:10]1[CH:11]=[CH:12][C:13]2[N:14]([C:18]([C:20]3([N:25]([CH3:27])[CH3:26])[CH2:24][CH2:23][CH2:22][CH2:21]3)=[N:17][N:16]=2)[CH:15]=1. The catalyst class is: 1. (4) Reactant: [CH3:1][O:2][C:3]1[CH:8]=[CH:7][C:6]([S:9][CH2:10][CH2:11][NH2:12])=[CH:5][CH:4]=1.[C:13](Cl)(=[O:16])[CH:14]=[CH2:15].C([O-])([O-])=O.[Na+].[Na+].C(N(CC)CC)C. Product: [CH3:1][O:2][C:3]1[CH:8]=[CH:7][C:6]([S:9][CH2:10][CH2:11][NH:12][C:13](=[O:16])[CH:14]=[CH2:15])=[CH:5][CH:4]=1. The catalyst class is: 25.